The task is: Predict the reactants needed to synthesize the given product.. This data is from Full USPTO retrosynthesis dataset with 1.9M reactions from patents (1976-2016). (1) Given the product [CH:1]1([C:6]2[CH:7]=[N:8][N:9]3[CH2:14][CH2:13][NH:12][CH2:11][C:10]=23)[CH2:2][CH2:3][CH2:4][CH2:5]1, predict the reactants needed to synthesize it. The reactants are: [CH:1]1([C:6]2[CH:7]=[N:8][N:9]3[CH2:14][CH2:13][N:12](C(OC(C)(C)C)=O)[CH2:11][C:10]=23)[CH2:5][CH2:4][CH2:3][CH2:2]1. (2) Given the product [C:1]([O:5][C:6]([N:8]1[CH2:28][CH2:27][C:12]2=[C:13]([N:20]3[CH2:21][CH:22]([C:24]([N:65]4[CH2:66][CH2:67][C:63]([CH3:68])([CH3:62])[CH2:64]4)=[O:25])[CH2:23]3)[N:14]3[C:18]([N:19]=[C:11]2[CH:10]([CH3:29])[CH2:9]1)=[CH:17][CH:16]=[N:15]3)=[O:7])([CH3:3])([CH3:4])[CH3:2], predict the reactants needed to synthesize it. The reactants are: [C:1]([O:5][C:6]([N:8]1[CH2:28][CH2:27][C:12]2=[C:13]([N:20]3[CH2:23][CH:22]([C:24](O)=[O:25])[CH2:21]3)[N:14]3[C:18]([N:19]=[C:11]2[CH:10]([CH3:29])[CH2:9]1)=[CH:17][CH:16]=[N:15]3)=[O:7])([CH3:4])([CH3:3])[CH3:2].CN(C(ON1N=NC2C=CC=CC1=2)=[N+](C)C)C.[B-](F)(F)(F)F.CCN(C(C)C)C(C)C.[Cl-].[CH3:62][C:63]1([CH3:68])[CH2:67][CH2:66][NH2+:65][CH2:64]1. (3) Given the product [F:1][C@H:2]1[C@@H:7]([NH2:8])[CH2:6][CH2:5][N:4]([C:19]2[CH:20]=[CH:21][CH:22]=[C:23]3[C:28]=2[N:27]=[C:26]([C:29]2[N:33]4[CH:34]=[CH:35][C:36]([O:38][CH2:39][CH2:40][O:41][CH3:42])=[CH:37][C:32]4=[N:31][CH:30]=2)[CH:25]=[CH:24]3)[CH2:3]1, predict the reactants needed to synthesize it. The reactants are: [F:1][C@H:2]1[C@@H:7]([NH:8]C(=O)OCC2C=CC=CC=2)[CH2:6][CH2:5][N:4]([C:19]2[CH:20]=[CH:21][CH:22]=[C:23]3[C:28]=2[N:27]=[C:26]([C:29]2[N:33]4[CH:34]=[CH:35][C:36]([O:38][CH2:39][CH2:40][O:41][CH3:42])=[CH:37][C:32]4=[N:31][CH:30]=2)[CH:25]=[CH:24]3)[CH2:3]1.CCO.Cl.